This data is from Reaction yield outcomes from USPTO patents with 853,638 reactions. The task is: Predict the reaction yield, written as a fraction of the theoretical maximum amount of product (1.0 means a 100% yield; for example, 0.34 means a 34% yield). (1) The reactants are [NH2:1][C:2]1[N:6]([C:7]2[CH:15]=[CH:14][C:10]([C:11](O)=[O:12])=[CH:9][CH:8]=2)[N:5]=[C:4]([NH:16][C:17]2[CH:25]=[CH:24][C:20]3[O:21][CH2:22][O:23][C:19]=3[CH:18]=2)[N:3]=1.[NH:26]1[CH2:31][CH2:30][O:29][CH2:28][CH2:27]1.CN(C(ON1N=NC2C=CC=CC1=2)=[N+](C)C)C.F[P-](F)(F)(F)(F)F. The catalyst is C1COCC1.O. The product is [NH2:1][C:2]1[N:6]([C:7]2[CH:8]=[CH:9][C:10]([C:11]([N:26]3[CH2:31][CH2:30][O:29][CH2:28][CH2:27]3)=[O:12])=[CH:14][CH:15]=2)[N:5]=[C:4]([NH:16][C:17]2[CH:25]=[CH:24][C:20]3[O:21][CH2:22][O:23][C:19]=3[CH:18]=2)[N:3]=1. The yield is 0.0500. (2) The reactants are Br[CH2:2][CH2:3][CH2:4][OH:5].CN(C)C=O.[CH3:11][O:12][C:13](=[O:21])[C:14]1[CH:19]=[CH:18][C:17]([OH:20])=[CH:16][CH:15]=1.C(=O)([O-])[O-].[K+].[K+]. The catalyst is C(OCC)(=O)C. The product is [CH3:11][O:12][C:13](=[O:21])[C:14]1[CH:19]=[CH:18][C:17]([O:20][CH2:2][CH2:3][CH2:4][OH:5])=[CH:16][CH:15]=1. The yield is 0.300. (3) The reactants are S(=O)(=O)(O)O.[Cl:6][C:7]1[CH:15]=[C:11]([C:12]([OH:14])=[O:13])[C:10]([OH:16])=[CH:9][CH:8]=1.[C:17](OC(=O)C)(=[O:19])[CH3:18]. No catalyst specified. The product is [C:17]([O:16][C:10]1[CH:9]=[CH:8][C:7]([Cl:6])=[CH:15][C:11]=1[C:12]([OH:14])=[O:13])(=[O:19])[CH3:18]. The yield is 0.930. (4) The reactants are [N:1]([C:4]1[CH:13]=[C:12]2[C:7]([C:8]([NH:16][C:17]3[CH:22]=[C:21]([O:23][CH3:24])[C:20]([O:25][CH3:26])=[C:19]([O:27][CH3:28])[CH:18]=3)=[C:9]([C:14]#[N:15])[CH:10]=[N:11]2)=[CH:6][C:5]=1[N+:29]([O-])=O)=[N+]=[N-]. The catalyst is C1COCC1.C(O)C.[Pd]. The product is [NH2:29][C:5]1[CH:6]=[C:7]2[C:12](=[CH:13][C:4]=1[NH2:1])[N:11]=[CH:10][C:9]([C:14]#[N:15])=[C:8]2[NH:16][C:17]1[CH:18]=[C:19]([O:27][CH3:28])[C:20]([O:25][CH3:26])=[C:21]([O:23][CH3:24])[CH:22]=1. The yield is 0.988. (5) The reactants are CS(O[CH2:6][C:7]1[O:8][CH:9]=[C:10]([O:14][CH2:15][CH2:16][CH2:17][CH2:18][CH2:19][O:20][C:21]2[C:30]3[C:25](=[CH:26][CH:27]=[C:28]([C:31]([F:34])([F:33])[F:32])[CH:29]=3)[N:24]=[CH:23][CH:22]=2)[C:11](=[O:13])[CH:12]=1)(=O)=O.[NH:35]1[CH2:40][CH2:39][O:38][CH2:37][CH2:36]1. The catalyst is ClCCl. The product is [F:33][C:31]([F:34])([F:32])[C:28]1[CH:29]=[C:30]2[C:25](=[CH:26][CH:27]=1)[N:24]=[CH:23][CH:22]=[C:21]2[O:20][CH2:19][CH2:18][CH2:17][CH2:16][CH2:15][O:14][C:10]1[C:11](=[O:13])[CH:12]=[C:7]([CH2:6][N:35]2[CH2:40][CH2:39][O:38][CH2:37][CH2:36]2)[O:8][CH:9]=1. The yield is 0.350. (6) The catalyst is O1CCOCC1. The yield is 0.800. The reactants are [I:1][C:2]1[CH:7]=[CH:6][N:5]([C:8]2[CH:13]=[CH:12][CH:11]=[CH:10][CH:9]=2)[C:4](=[O:14])[C:3]=1[C:15]([O:17]C)=[O:16].O.[OH-].[Na+]. The product is [I:1][C:2]1[CH:7]=[CH:6][N:5]([C:8]2[CH:13]=[CH:12][CH:11]=[CH:10][CH:9]=2)[C:4](=[O:14])[C:3]=1[C:15]([OH:17])=[O:16].